The task is: Predict which catalyst facilitates the given reaction.. This data is from Catalyst prediction with 721,799 reactions and 888 catalyst types from USPTO. (1) Reactant: [CH:1]1([NH2:6])[CH2:5][CH2:4][CH2:3][CH2:2]1.[Cl:7][S:8]([C:11]1[CH:19]=[CH:18][C:14]([C:15](Cl)=[O:16])=[CH:13][CH:12]=1)(=[O:10])=[O:9]. Product: [CH:1]1([NH:6][C:15]([C:14]2[CH:13]=[CH:12][C:11]([S:8]([Cl:7])(=[O:10])=[O:9])=[CH:19][CH:18]=2)=[O:16])[CH2:5][CH2:4][CH2:3][CH2:2]1. The catalyst class is: 4. (2) Reactant: [CH3:1][C:2]([CH3:40])([O:5][C:6]1[CH:11]=[CH:10][C:9]([N:12]2[C:17](=[O:18])[C:16]([CH2:19][C:20]3[CH:25]=[CH:24][C:23]([C:26]4[C:27]([C:32]#[N:33])=[CH:28][CH:29]=[CH:30][CH:31]=4)=[CH:22][CH:21]=3)=[C:15]([CH2:34][CH2:35][CH3:36])[N:14]3[N:37]=[CH:38][N:39]=[C:13]23)=[CH:8][CH:7]=1)[CH:3]=[O:4].[CH3:41][Mg]Br.C(OCC)(=O)C.[Cl-].[NH4+]. Product: [OH:4][CH:3]([CH3:41])[C:2]([CH3:1])([CH3:40])[O:5][C:6]1[CH:11]=[CH:10][C:9]([N:12]2[C:17](=[O:18])[C:16]([CH2:19][C:20]3[CH:25]=[CH:24][C:23]([C:26]4[C:27]([C:32]#[N:33])=[CH:28][CH:29]=[CH:30][CH:31]=4)=[CH:22][CH:21]=3)=[C:15]([CH2:34][CH2:35][CH3:36])[N:14]3[N:37]=[CH:38][N:39]=[C:13]23)=[CH:8][CH:7]=1. The catalyst class is: 7. (3) Reactant: [BH4-].[Na+].[Cl:3][C:4]1[CH:5]=[CH:6][C:7]2[N:8]([C:10]([C:13]([C:15]3[CH:16]=[C:17]4[C:22](=[CH:23][CH:24]=3)[N:21]=[CH:20][CH:19]=[CH:18]4)=[O:14])=[CH:11][N:12]=2)[N:9]=1.O. Product: [Cl:3][C:4]1[CH:5]=[CH:6][C:7]2[N:8]([C:10]([CH:13]([C:15]3[CH:16]=[C:17]4[C:22](=[CH:23][CH:24]=3)[N:21]=[CH:20][CH:19]=[CH:18]4)[OH:14])=[CH:11][N:12]=2)[N:9]=1. The catalyst class is: 8. (4) The catalyst class is: 41. Reactant: [NH:1]1[CH:7]=[CH:6][CH:5]=[CH:4][CH:3]=[C:2]1[C:8]1[O:9][CH2:10][C:11](=[O:19])[C:12]=1[C:13]([O:15][CH:16]([CH3:18])[CH3:17])=[O:14].[NH:20]1[C:28]2[C:23](=[CH:24][CH:25]=[CH:26][N:27]=2)[C:22]([CH:29]=O)=[CH:21]1. Product: [NH:20]1[C:28]2=[N:27][CH:26]=[CH:25][CH:24]=[C:23]2[C:22]([CH:29]=[C:10]2[O:9][C:8]([C:2]3[NH:1][CH:7]=[CH:6][CH:5]=[CH:4][CH:3]=3)=[C:12]([C:13]([O:15][CH:16]([CH3:17])[CH3:18])=[O:14])[C:11]2=[O:19])=[CH:21]1. (5) Reactant: [BH4-].[Li+].[C:3]([O:7][C:8]([NH:10][C:11]1[C:12]([NH:16][C:17]([C:19]2[CH:24]=[CH:23][C:22]([C:25](OC)=[O:26])=[CH:21][N:20]=2)=[O:18])=[CH:13][S:14][CH:15]=1)=[O:9])([CH3:6])([CH3:5])[CH3:4].O1CCOCC1.C(O)(=O)CC(CC(O)=O)(C(O)=O)O. Product: [C:3]([O:7][C:8]([NH:10][C:11]1[C:12]([NH:16][C:17]([C:19]2[CH:24]=[CH:23][C:22]([CH2:25][OH:26])=[CH:21][N:20]=2)=[O:18])=[CH:13][S:14][CH:15]=1)=[O:9])([CH3:6])([CH3:4])[CH3:5]. The catalyst class is: 20.